This data is from Full USPTO retrosynthesis dataset with 1.9M reactions from patents (1976-2016). The task is: Predict the reactants needed to synthesize the given product. (1) Given the product [CH2:32]([NH:34][CH2:27][C:23]1[CH:22]=[C:21]([C:18]2[CH:19]=[C:20]3[C:15](=[C:16]([C:29]([NH2:31])=[O:30])[CH:17]=2)[NH:14][CH:13]=[C:12]3[CH:9]2[CH2:10][CH2:11][N:6]([S:3]([CH2:1][CH3:2])(=[O:4])=[O:5])[CH2:7][CH2:8]2)[CH:26]=[CH:25][CH:24]=1)[CH3:33], predict the reactants needed to synthesize it. The reactants are: [CH2:1]([S:3]([N:6]1[CH2:11][CH2:10][CH:9]([C:12]2[C:20]3[C:15](=[C:16]([C:29]([NH2:31])=[O:30])[CH:17]=[C:18]([C:21]4[CH:26]=[CH:25][CH:24]=[C:23]([CH:27]=O)[CH:22]=4)[CH:19]=3)[NH:14][CH:13]=2)[CH2:8][CH2:7]1)(=[O:5])=[O:4])[CH3:2].[CH2:32]([NH2:34])[CH3:33].[BH4-].[Na+]. (2) Given the product [Cl:1][C:2]1[N:7]=[C:6]([C:8]2[S:43][C:41]([C:40]([CH3:45])([CH3:44])[CH2:39][OH:38])=[N:42][C:9]=2[C:11]2[C:12]([F:29])=[C:13]([NH:17][S:18]([C:21]3[C:26]([F:27])=[CH:25][CH:24]=[CH:23][C:22]=3[F:28])(=[O:20])=[O:19])[CH:14]=[CH:15][CH:16]=2)[CH:5]=[CH:4][N:3]=1, predict the reactants needed to synthesize it. The reactants are: [Cl:1][C:2]1[N:7]=[C:6]([CH2:8][C:9]([C:11]2[C:12]([F:29])=[C:13]([NH:17][S:18]([C:21]3[C:26]([F:27])=[CH:25][CH:24]=[CH:23][C:22]=3[F:28])(=[O:20])=[O:19])[CH:14]=[CH:15][CH:16]=2)=O)[CH:5]=[CH:4][N:3]=1.C1C(=O)N(Br)C(=O)C1.[OH:38][CH2:39][C:40]([CH3:45])([CH3:44])[C:41](=[S:43])[NH2:42]. (3) The reactants are: [CH2:1]([O:8][C:9]1[CH:17]=[CH:16][CH:15]=[C:11]([C:12]([OH:14])=O)[C:10]=1[C:18]([OH:20])=O)[C:2]1[CH:7]=[CH:6][CH:5]=[CH:4][CH:3]=1.Cl.[NH2:22][CH:23]1[CH2:29][CH2:28][C:27](=[O:30])[NH:26][C:24]1=[O:25]. Given the product [CH2:1]([O:8][C:9]1[CH:17]=[CH:16][CH:15]=[C:11]2[C:10]=1[C:18](=[O:20])[N:22]([CH:23]1[CH2:29][CH2:28][C:27](=[O:30])[NH:26][C:24]1=[O:25])[C:12]2=[O:14])[C:2]1[CH:3]=[CH:4][CH:5]=[CH:6][CH:7]=1, predict the reactants needed to synthesize it. (4) The reactants are: O[C:2]1[C:11]2[C:6](=[CH:7][C:8]([C:12]3[CH:13]=[C:14]([CH:18]=[CH:19][C:20]=3[CH3:21])[C:15]([OH:17])=O)=[CH:9][CH:10]=2)[CH:5]=[N:4][N:3]=1.P(Cl)(Cl)([Cl:24])=O.[CH:27]1([NH2:30])[CH2:29][CH2:28]1. Given the product [Cl:24][C:2]1[C:11]2[C:6](=[CH:7][C:8]([C:12]3[CH:13]=[C:14]([CH:18]=[CH:19][C:20]=3[CH3:21])[C:15]([NH:30][CH:27]3[CH2:29][CH2:28]3)=[O:17])=[CH:9][CH:10]=2)[CH:5]=[N:4][N:3]=1, predict the reactants needed to synthesize it. (5) Given the product [C:1]([O:5][C:6](=[O:29])[NH:7][C:8]1[C:9]([C:13]2[CH:14]=[CH:15][C:16]([OH:19])=[CH:17][CH:18]=2)=[N:10][O:11][CH:12]=1)([CH3:4])([CH3:2])[CH3:3], predict the reactants needed to synthesize it. The reactants are: [C:1]([O:5][C:6](=[O:29])[NH:7][C:8]1[C:9]([C:13]2[CH:18]=[CH:17][C:16]([O:19]CC3C=CC(OC)=CC=3)=[CH:15][CH:14]=2)=[N:10][O:11][CH:12]=1)([CH3:4])([CH3:3])[CH3:2].ClC1C(=O)C(C#N)=C(C#N)C(=O)C=1Cl.O.C(Cl)Cl.C(OCC)(=O)C. (6) Given the product [C:27]([C:30]1[CH:35]=[CH:34][C:33]([C:23]2[CH:24]=[CH:25][C:20]([CH2:19][CH2:18][CH:2]([OH:1])[CH:3]([CH2:7][CH2:8][N:9]3[CH:14]=[CH:13][C:12](=[O:15])[N:11]([CH3:16])[C:10]3=[O:17])[C:4]([OH:6])=[O:5])=[CH:21][CH:22]=2)=[CH:32][CH:31]=1)(=[O:29])[CH3:28], predict the reactants needed to synthesize it. The reactants are: [OH:1][CH:2]([CH2:18][CH2:19][C:20]1[CH:25]=[CH:24][C:23](I)=[CH:22][CH:21]=1)[CH:3]([CH2:7][CH2:8][N:9]1[CH:14]=[CH:13][C:12](=[O:15])[N:11]([CH3:16])[C:10]1=[O:17])[C:4]([OH:6])=[O:5].[C:27]([C:30]1[CH:35]=[CH:34][C:33](B(O)O)=[CH:32][CH:31]=1)(=[O:29])[CH3:28].C(=O)([O-])[O-].[Na+].[Na+].